From a dataset of Catalyst prediction with 721,799 reactions and 888 catalyst types from USPTO. Predict which catalyst facilitates the given reaction. (1) Reactant: [CH3:1][C:2]1[C:3]([CH2:14][S@@:15]([C:17]2[NH:21][C:20]3[CH:22]=[CH:23][CH:24]=[CH:25][C:19]=3[N:18]=2)=[O:16])=[N:4][CH:5]=[CH:6][C:7]=1[O:8][CH2:9][C:10]([F:13])([F:12])[F:11].[C:26](=[O:35])([O:31][CH:32](I)[CH3:33])[O:27][CH:28]([CH3:30])[CH3:29].C(=O)([O-])[O-].[Cs+].[Cs+]. Product: [C:26](=[O:35])([O:31][CH:32]([N:21]1[C:20]2[CH:22]=[CH:23][CH:24]=[CH:25][C:19]=2[N:18]=[C:17]1[S@:15]([CH2:14][C:3]1[C:2]([CH3:1])=[C:7]([O:8][CH2:9][C:10]([F:13])([F:11])[F:12])[CH:6]=[CH:5][N:4]=1)=[O:16])[CH3:33])[O:27][CH:28]([CH3:30])[CH3:29]. The catalyst class is: 21. (2) Reactant: [Cl:1][C:2]1[CH:14]=[C:13]([S:15]([C:18]2[CH:23]=[CH:22][C:21]([CH2:24][CH2:25][NH:26][CH2:27][C@@H:28]([C:30]3[CH:35]=[CH:34][CH:33]=[C:32]([Cl:36])[CH:31]=3)[OH:29])=[CH:20][CH:19]=2)(=[O:17])=[O:16])[CH:12]=[CH:11][C:3]=1[O:4][CH2:5][C:6]([O:8]CC)=[O:7].[OH-].[Na+].Cl. Product: [ClH:1].[Cl:1][C:2]1[CH:14]=[C:13]([S:15]([C:18]2[CH:19]=[CH:20][C:21]([CH2:24][CH2:25][NH:26][CH2:27][C@@H:28]([C:30]3[CH:35]=[CH:34][CH:33]=[C:32]([Cl:36])[CH:31]=3)[OH:29])=[CH:22][CH:23]=2)(=[O:17])=[O:16])[CH:12]=[CH:11][C:3]=1[O:4][CH2:5][C:6]([OH:8])=[O:7]. The catalyst class is: 8. (3) Reactant: [F:1][C:2]1[CH:3]=[CH:4][C:5]([O:12][CH3:13])=[C:6]([CH2:8][CH2:9][CH:10]=[O:11])[CH:7]=1.[CH:14]([Mg]Br)=[CH:15][CH2:16][CH3:17].[Cl-].[NH4+]. Product: [F:1][C:2]1[CH:3]=[CH:4][C:5]([O:12][CH3:13])=[C:6]([CH2:8][CH2:9][CH:10]([OH:11])[CH2:17][CH2:16][CH:15]=[CH2:14])[CH:7]=1. The catalyst class is: 1. (4) Reactant: [C:1]([O:9][CH3:10])(=[O:8])[C:2]1[CH:7]=[CH:6][N:5]=[CH:4][CH:3]=1.OS(O)(=O)=O.OO.O.O.C([O-])(=O)CC(CC([O-])=O)(C([O-])=O)O.[Na+].[Na+].[Na+].C([O-])(O)=O.[Na+].[CH:41]([NH2:43])=[O:42]. Product: [C:41]([C:4]1[CH:3]=[C:2]([CH:7]=[CH:6][N:5]=1)[C:1]([O:9][CH3:10])=[O:8])(=[O:42])[NH2:43]. The catalyst class is: 6. (5) Reactant: [Br:1][C:2]1[CH:3]=[C:4]2[C:9](=[CH:10][CH:11]=1)[C:8](=[O:12])[NH:7][C:6](=[O:13])[C:5]2=[CH:14]OC.Cl.[NH2:18][CH2:19][C:20]1[CH:21]=[C:22]([OH:29])[C:23]([O:27][CH3:28])=[C:24]([OH:26])[CH:25]=1.CCN(CC)CC.O. Product: [Br:1][C:2]1[CH:3]=[C:4]2[C:9](=[CH:10][CH:11]=1)[C:8](=[O:12])[NH:7][C:6](=[O:13])/[C:5]/2=[CH:14]\[NH:18][CH2:19][C:20]1[CH:25]=[C:24]([OH:26])[C:23]([O:27][CH3:28])=[C:22]([OH:29])[CH:21]=1. The catalyst class is: 9. (6) Reactant: [O:1]=[C:2]1[N:6]([CH2:7][C:8]2[CH:13]=[CH:12][CH:11]=[CH:10][CH:9]=2)[C@H:5]([C:14]([O:16]C)=[O:15])[CH2:4][CH2:3]1.CO.[OH-].[Na+]. Product: [O:1]=[C:2]1[N:6]([CH2:7][C:8]2[CH:9]=[CH:10][CH:11]=[CH:12][CH:13]=2)[C@H:5]([C:14]([OH:16])=[O:15])[CH2:4][CH2:3]1. The catalyst class is: 6.